From a dataset of M1 muscarinic receptor agonist screen with 61,833 compounds. Binary Classification. Given a drug SMILES string, predict its activity (active/inactive) in a high-throughput screening assay against a specified biological target. (1) The compound is o1c(CCC(NC(=O)CS(=O)CC(=O)Nc2ccc(CC)cc2)C)ccc1. The result is 0 (inactive). (2) The compound is S(=O)(=O)(NCCc1ccccc1)c1nn2c(cc(nc2n1)C)C. The result is 0 (inactive). (3) The molecule is O(C(=O)N1CCC(CC1)c1[nH][nH]c(=O)c1C)CC. The result is 0 (inactive). (4) The compound is O1N=C(CC1C(=O)Nc1c(n(n(c1=O)c1ccccc1)C)C)c1c(OC)ccc(OC)c1. The result is 0 (inactive). (5) The compound is S(CC(=O)N1C(C=C(c2c1ccc(OC)c2)C)(C)C)c1oc(nn1)c1ccc(cc1)C. The result is 0 (inactive).